From a dataset of Forward reaction prediction with 1.9M reactions from USPTO patents (1976-2016). Predict the product of the given reaction. (1) Given the reactants [C:1]([O:5][C:6]([N:8]1[CH2:12][CH2:11][CH2:10][C@H:9]1[CH:13]=O)=[O:7])([CH3:4])([CH3:3])[CH3:2].[CH:15]1([NH2:18])[CH2:17][CH2:16]1.[BH4-].[Na+].O, predict the reaction product. The product is: [CH:15]1([NH:18][CH2:13][C@@H:9]2[CH2:10][CH2:11][CH2:12][N:8]2[C:6]([O:5][C:1]([CH3:4])([CH3:3])[CH3:2])=[O:7])[CH2:17][CH2:16]1. (2) Given the reactants CI.[Br:3][C:4]1[CH:13]=[C:12]2[C:7]([CH:8]=[CH:9][C:10]([OH:14])=[CH:11]2)=[CH:6][CH:5]=1.[C:15]([O-])([O-])=O.[K+].[K+], predict the reaction product. The product is: [Br:3][C:4]1[CH:5]=[CH:6][C:7]2[C:12](=[CH:11][C:10]([O:14][CH3:15])=[CH:9][CH:8]=2)[CH:13]=1. (3) Given the reactants [C:1]([N:5]1[C:9]([C:10]2[CH:15]=[CH:14][C:13]([F:16])=[CH:12][CH:11]=2)=[C:8]([C:17]2[S:18][CH:19]=[C:20]([CH2:22][C:23]([OH:25])=O)[N:21]=2)[CH:7]=[N:6]1)([CH3:4])([CH3:3])[CH3:2].Cl.[NH2:27][CH2:28][C:29]1[CH:36]=[CH:35][C:32]([C:33]#[N:34])=[CH:31][CH:30]=1, predict the reaction product. The product is: [C:1]([N:5]1[C:9]([C:10]2[CH:11]=[CH:12][C:13]([F:16])=[CH:14][CH:15]=2)=[C:8]([C:17]2[S:18][CH:19]=[C:20]([CH2:22][C:23]([NH:34][CH2:33][C:32]3[CH:35]=[CH:36][C:29]([C:28]#[N:27])=[CH:30][CH:31]=3)=[O:25])[N:21]=2)[CH:7]=[N:6]1)([CH3:4])([CH3:3])[CH3:2]. (4) Given the reactants [CH3:1][C:2]1([C:21]([O:23][CH2:24][CH3:25])=[O:22])[CH2:7][CH2:6][CH:5]([S:8]([C:11]2[CH:16]=[CH:15][CH:14]=[C:13]([C:17]([F:20])([F:19])[F:18])[CH:12]=2)(=[O:10])=[O:9])[CH2:4][CH2:3]1.[Li]CCCC.C1C=CC(S(N(S(C2C=CC=CC=2)(=O)=O)[F:41])(=O)=O)=CC=1, predict the reaction product. The product is: [F:41][C:5]1([S:8]([C:11]2[CH:16]=[CH:15][CH:14]=[C:13]([C:17]([F:20])([F:18])[F:19])[CH:12]=2)(=[O:10])=[O:9])[CH2:6][CH2:7][C:2]([CH3:1])([C:21]([O:23][CH2:24][CH3:25])=[O:22])[CH2:3][CH2:4]1. (5) Given the reactants [Cl:1][C:2]1[C:6]([NH:7][C:8](=O)[CH3:9])=[CH:5][NH:4][N:3]=1.B(F)(F)F.CCOCC.[BH4-].[Na+].Cl.C(=O)(O)[O-].[Na+], predict the reaction product. The product is: [Cl:1][C:2]1[C:6]([NH:7][CH2:8][CH3:9])=[CH:5][NH:4][N:3]=1. (6) The product is: [Cl:30][C:31]1[CH:32]=[C:33]([CH:36]=[CH:37][C:38]=1[F:39])[CH2:34][N:7]1[CH2:6][CH2:5][N:4]([C:8]([O:10][C:11]([CH3:14])([CH3:13])[CH3:12])=[O:9])[CH2:3][C:2]1=[O:1]. Given the reactants [O:1]=[C:2]1[NH:7][CH2:6][CH2:5][N:4]([C:8]([O:10][C:11]([CH3:14])([CH3:13])[CH3:12])=[O:9])[CH2:3]1.C[Si]([N-][Si](C)(C)C)(C)C.[Li+].C1COCC1.[Cl:30][C:31]1[CH:32]=[C:33]([CH:36]=[CH:37][C:38]=1[F:39])[CH2:34]Br, predict the reaction product.